From a dataset of Forward reaction prediction with 1.9M reactions from USPTO patents (1976-2016). Predict the product of the given reaction. (1) The product is: [CH3:1][C:2]1[CH:3]=[C:4]([CH3:5])[N:10]2[N:11]=[C:12]([S:14][CH3:15])[N:13]=[C:9]2[N:8]=1. Given the reactants [CH3:1][C:2](=O)[CH2:3][C:4](=O)[CH3:5].[NH2:8][C:9]1[N:13]=[C:12]([S:14][CH3:15])[NH:11][N:10]=1, predict the reaction product. (2) Given the reactants [Cl:1][C:2]1[CH:3]=[C:4]([CH:8]=[CH:9][C:10]=1[Cl:11])[CH2:5][NH:6][CH3:7].[C:12](Cl)(=[O:14])[CH3:13], predict the reaction product. The product is: [Cl:1][C:2]1[CH:3]=[C:4]([CH:8]=[CH:9][C:10]=1[Cl:11])[CH2:5][N:6]([CH3:7])[C:12](=[O:14])[CH3:13]. (3) Given the reactants [C:1]([O:4][CH2:5][CH2:6][C:7]1[C:15](=O)[N:14]2[C:10]([NH:11][C:12]3[CH:20]=[CH:19][CH:18]=[CH:17][C:13]=32)=[C:9]([C:21]#[N:22])[C:8]=1[CH3:23])(=[O:3])[CH3:2].P(Cl)(Cl)([Cl:26])=O, predict the reaction product. The product is: [C:1]([O:4][CH2:5][CH2:6][C:7]1[C:8]([CH3:23])=[C:9]([C:21]#[N:22])[C:10]2[N:14]([C:15]=1[Cl:26])[C:13]1[CH:17]=[CH:18][CH:19]=[CH:20][C:12]=1[N:11]=2)(=[O:3])[CH3:2]. (4) The product is: [Cl:13][C:5]1[CH:4]=[C:3]2[C:8]([C:9](=[O:11])[N:47]([CH2:39][CH2:40][C:41]3[CH:46]=[CH:45][CH:44]=[CH:43][CH:42]=3)[C:49]([CH2:50][CH3:51])=[N:48]2)=[CH:7][C:6]=1[F:12]. Given the reactants CC(C(N)=O)[C:3]1[C:8]([C:9]([OH:11])=O)=[CH:7][C:6]([F:12])=[C:5]([Cl:13])[CH:4]=1.P(OC1C=CC=CC=1)(OC1C=CC=CC=1)OC1C=CC=CC=1.[CH2:39]([NH2:47])[CH2:40][C:41]1[CH:46]=[CH:45][CH:44]=[CH:43][CH:42]=1.[N:48]1C=C[CH:51]=[CH:50][CH:49]=1, predict the reaction product. (5) The product is: [F:1][C:2]1[CH:3]=[C:4]2[C:8](=[CH:9][CH:10]=1)[NH:7][C:6](=[O:11])[C:5]2=[C:26]1[O:25][CH:24]([CH3:22])[C:28]2[S:29][CH:30]=[CH:31][C:27]1=2. Given the reactants [F:1][C:2]1[CH:3]=[C:4]2[C:8](=[CH:9][CH:10]=1)[NH:7][C:6](=[O:11])[CH2:5]2.C[Si]([N-][Si](C)(C)C)(C)C.[Li+].[CH2:22]([CH:24]1[C:28]2[S:29][CH:30]=[CH:31][C:27]=2[C:26](=O)[O:25]1)C.Cl, predict the reaction product. (6) Given the reactants O[CH:2]([CH3:8])[C:3]#[C:4][C:5](=[O:7])[CH3:6].Br.[CH2:10]([S:16][C:17](=[NH:19])[NH2:18])[CH2:11][CH2:12][CH2:13][CH2:14][CH3:15].C(N(CC)CC)C, predict the reaction product. The product is: [CH2:10]([S:16][C:17]1[N:19]=[C:4]([CH:5]([OH:7])[CH3:6])[CH:3]=[C:2]([CH3:8])[N:18]=1)[CH2:11][CH2:12][CH2:13][CH2:14][CH3:15].